This data is from Reaction yield outcomes from USPTO patents with 853,638 reactions. The task is: Predict the reaction yield, written as a fraction of the theoretical maximum amount of product (1.0 means a 100% yield; for example, 0.34 means a 34% yield). (1) The reactants are C([Li])CCC.CC1(C)CCCC(C)(C)N1.[Cl:16][C:17]1[C:25]([F:26])=[N:24][CH:23]=[CH:22][C:18]=1[C:19]([OH:21])=[O:20].[O:27]1[C:31]2([CH2:36][CH2:35][C:34](=O)[CH2:33][CH2:32]2)[O:30][CH2:29][CH2:28]1. The catalyst is CCCCCC.O.O1CCCC1. The product is [Cl:16][C:17]1[C:18]2[C:19](=[O:21])[O:20][C:34]3([CH2:35][CH2:36][C:31]4([O:30][CH2:29][CH2:28][O:27]4)[CH2:32][CH2:33]3)[C:22]=2[CH:23]=[N:24][C:25]=1[F:26]. The yield is 0.490. (2) The reactants are [C:1](/[N:3]=[C:4](\SC)/[N:5]([C:7]1[CH:12]=[C:11]([Cl:13])[CH:10]=[C:9]([Cl:14])[CH:8]=1)[CH3:6])#[N:2].[NH2:17][NH2:18]. The catalyst is C(O)C. The product is [Cl:13][C:11]1[CH:12]=[C:7]([N:5]([CH3:6])[C:4]2[N:3]=[C:1]([NH2:2])[NH:18][N:17]=2)[CH:8]=[C:9]([Cl:14])[CH:10]=1. The yield is 0.750. (3) The reactants are [C:1]1([C:7]2[CH:16]=[CH:15][CH:14]=[C:13]3[C:8]=2[C:9](=O)[NH:10][C:11]([C:17]2([CH3:25])[CH2:22][O:21][C:20]([CH3:24])([CH3:23])[O:19][CH2:18]2)=[N:12]3)[CH:6]=[CH:5][CH:4]=[CH:3][CH:2]=1.[CH2:27]1[CH2:37][CH2:36][N:35]2[C:30](=[N:31]CCC2)[CH2:29][CH2:28]1.CN([P+](ON1N=NC2C=CC=CC1=2)(N(C)C)N(C)C)C.F[P-](F)(F)(F)(F)F.NCC1C=CC=CN=1. The catalyst is CC#N. The product is [C:1]1([C:7]2[CH:16]=[CH:15][CH:14]=[C:13]3[C:8]=2[C:9]([NH:35][CH2:36][C:37]2[CH:27]=[CH:28][CH:29]=[CH:30][N:31]=2)=[N:10][C:11]([C:17]2([CH3:25])[CH2:18][O:19][C:20]([CH3:24])([CH3:23])[O:21][CH2:22]2)=[N:12]3)[CH:2]=[CH:3][CH:4]=[CH:5][CH:6]=1. The yield is 0.680. (4) The reactants are Br[C:2]1[CH:3]=[C:4]([CH:7]=[CH:8][CH:9]=1)[C:5]#[N:6].CC(C)=O.C(=O)=O.[Li]CCCC.[C:22]([N:26]1[C:30]2[NH:31][C:32](=[O:44])[CH2:33][CH:34]([C:35]3[CH:40]=[C:39]([F:41])[C:38]([F:42])=[CH:37][C:36]=3[F:43])[C:29]=2[C:28]([CH:45]2[CH2:48][C:47](=[O:49])[CH2:46]2)=[N:27]1)([CH3:25])([CH3:24])[CH3:23]. The catalyst is C1COCC1. The product is [C:22]([N:26]1[C:30]2[NH:31][C:32](=[O:44])[CH2:33][CH:34]([C:35]3[CH:40]=[C:39]([F:41])[C:38]([F:42])=[CH:37][C:36]=3[F:43])[C:29]=2[C:28]([CH:45]2[CH2:48][C:47]([C:2]3[CH:3]=[C:4]([CH:7]=[CH:8][CH:9]=3)[C:5]#[N:6])([OH:49])[CH2:46]2)=[N:27]1)([CH3:25])([CH3:23])[CH3:24]. The yield is 0.400. (5) The reactants are [C:1]([NH:9][C@H:10]1[CH2:14][N:13]([C:15](=[O:25])[CH2:16][NH:17][C:18]([O:20][C:21]([CH3:24])([CH3:23])[CH3:22])=[O:19])[C@H:12]([C:26]([O:28]C)=[O:27])[CH2:11]1)(=[O:8])[C:2]1[CH:7]=[CH:6][CH:5]=[CH:4][CH:3]=1.CO.Cl. No catalyst specified. The product is [C:1]([NH:9][C@H:10]1[CH2:14][N:13]([C:15](=[O:25])[CH2:16][NH:17][C:18]([O:20][C:21]([CH3:24])([CH3:22])[CH3:23])=[O:19])[C@H:12]([C:26]([OH:28])=[O:27])[CH2:11]1)(=[O:8])[C:2]1[CH:3]=[CH:4][CH:5]=[CH:6][CH:7]=1. The yield is 0.940. (6) The reactants are [Br:1][C:2]1[N:7]=[CH:6][C:5]([N:8]2[CH2:15][C@@H:14]3[C@@H:10]([NH:11][CH2:12][CH2:13]3)[CH2:9]2)=[CH:4][C:3]=1[CH2:16][O:17][CH3:18].[C:19]([OH:26])(=[O:25])/[CH:20]=[CH:21]/[C:22]([OH:24])=[O:23]. No catalyst specified. The product is [C:19]([OH:26])(=[O:25])/[CH:20]=[CH:21]/[C:22]([OH:24])=[O:23].[Br:1][C:2]1[N:7]=[CH:6][C:5]([N:8]2[CH2:15][C@@H:14]3[C@@H:10]([NH:11][CH2:12][CH2:13]3)[CH2:9]2)=[CH:4][C:3]=1[CH2:16][O:17][CH3:18]. The yield is 0.780. (7) The reactants are [C:1]([O:7][CH2:8][CH3:9])(=[O:6])[CH2:2][C:3]([CH3:5])=O.[I:10][C:11]1[CH:18]=[CH:17][CH:16]=[CH:15][C:12]=1[CH:13]=O.[NH4+:19].[OH-:20]. The catalyst is CCO.C(Cl)Cl. The product is [I:10][C:11]1[CH:18]=[CH:17][CH:16]=[CH:15][C:12]=1[CH:13]1[C:2]([C:1]([O:7][CH2:8][CH3:9])=[O:6])=[C:3]([CH3:5])[NH:19][C:3]([CH3:5])=[C:2]1[C:1]([O:7][CH2:8][CH3:9])=[O:20]. The yield is 0.540.